From a dataset of Catalyst prediction with 721,799 reactions and 888 catalyst types from USPTO. Predict which catalyst facilitates the given reaction. (1) Reactant: [NH2:1][C:2]1[C:7]([N+:8]([O-])=O)=[C:6]([N:11]2[CH2:16][CH2:15][N:14]([CH2:17][C:18]([NH:20][C:21]3[S:22][CH:23]=[CH:24][N:25]=3)=[O:19])[CH2:13][CH2:12]2)[C:5]([Br:26])=[CH:4][N:3]=1.[CH3:27][N:28]([CH3:37])[C:29]1[CH:36]=[CH:35][C:32]([CH:33]=O)=[CH:31][CH:30]=1.[O-]S(S([O-])=O)=O.[Na+].[Na+]. Product: [Br:26][C:5]1[C:6]([N:11]2[CH2:16][CH2:15][N:14]([CH2:17][C:18]([NH:20][C:21]3[S:22][CH:23]=[CH:24][N:25]=3)=[O:19])[CH2:13][CH2:12]2)=[C:7]2[N:8]=[C:33]([C:32]3[CH:35]=[CH:36][C:29]([N:28]([CH3:37])[CH3:27])=[CH:30][CH:31]=3)[NH:1][C:2]2=[N:3][CH:4]=1. The catalyst class is: 8. (2) Reactant: [Br:1][C:2]1[S:6][CH:5]=[N:4][C:3]=1[O:7][CH2:8][CH:9]1[CH2:13][O:12]C(C)(C)O1.CC1C=CC(S([O-])(=O)=O)=CC=1.C1C=C[NH+]=CC=1.C(OC)(OC)OC.C(Br)(C)=O.C([O-])([O-])=O.[K+].[K+]. Product: [Br:1][C:2]1[S:6][CH:5]=[N:4][C:3]=1[O:7][CH2:8][CH:9]1[CH2:13][O:12]1. The catalyst class is: 100. (3) Reactant: [Cl:1][C:2]1[CH:9]=[CH:8][C:7]([N+:10]([O-:12])=[O:11])=[CH:6][C:3]=1[CH:4]=O.C[CH:14]=[CH:15][CH2:16][NH2:17].[CH3:18]C(O)=O.[BH-](OC(C)=O)(OC(C)=O)OC(C)=O.[Na+]. Product: [Cl:1][C:2]1[CH:9]=[CH:8][C:7]([N+:10]([O-:12])=[O:11])=[CH:6][C:3]=1[CH2:4][NH:17][CH2:16][C:15]([CH3:18])=[CH2:14]. The catalyst class is: 14. (4) Reactant: [C:1]([O:4][CH:5](Br)[CH:6]([S:12]([F:17])([F:16])([F:15])([F:14])[F:13])[CH2:7][CH2:8][CH2:9][CH2:10][CH3:11])(=O)C.[CH3:19][OH:20]. Product: [F:13][S:12]([F:17])([F:16])([F:15])([F:14])[CH:6]([CH2:7][CH2:8][CH2:9][CH2:10][CH3:11])[CH:5]([O:20][CH3:19])[O:4][CH3:1]. The catalyst class is: 6. (5) Reactant: [NH2:1][C:2]1[N:6]([C:7]2[C:12]([Cl:13])=[CH:11][C:10]([C:14]([F:17])([F:16])[F:15])=[CH:9][C:8]=2[Cl:18])[N:5]=[C:4]([CH:19]=O)[C:3]=1[S:21][C:22]([F:25])([F:24])[F:23].Cl.[CH3:27][O:28][NH2:29]. Product: [CH3:27][O:28][N:29]=[CH:19][C:4]1[C:3]([S:21][C:22]([F:25])([F:24])[F:23])=[C:2]([NH2:1])[N:6]([C:7]2[C:12]([Cl:13])=[CH:11][C:10]([C:14]([F:15])([F:17])[F:16])=[CH:9][C:8]=2[Cl:18])[N:5]=1. The catalyst class is: 17. (6) Reactant: C1N=CN(C(N2C=NC=C2)=O)C=1.[Cl:13][C:14]1[CH:22]=[C:21]([Cl:23])[C:17]([C:18]([OH:20])=O)=[C:16]([N+:24]([O-:26])=[O:25])[C:15]=1[OH:27].[F:28][C:29]1[CH:35]=[CH:34][C:32]([NH2:33])=[CH:31][CH:30]=1. Product: [Cl:13][C:14]1[CH:22]=[C:21]([Cl:23])[C:17]([C:18]([NH:33][C:32]2[CH:34]=[CH:35][C:29]([F:28])=[CH:30][CH:31]=2)=[O:20])=[C:16]([N+:24]([O-:26])=[O:25])[C:15]=1[OH:27]. The catalyst class is: 118. (7) Reactant: C(=O)([O-])[O-].[Na+].[Na+].[ClH:7].[N:8]12[CH2:15][CH2:14][CH:11]([CH2:12][CH2:13]1)[C@@H:10]([NH:16][C:17]([C:19]1[O:20][C:21]3[C:27](Br)=[CH:26][CH:25]=[CH:24][C:22]=3[CH:23]=1)=[O:18])[CH2:9]2.[CH3:29][O:30][C:31]1[CH:36]=[CH:35][C:34]([O:37][CH3:38])=[CH:33][C:32]=1B(O)O. Product: [ClH:7].[N:8]12[CH2:15][CH2:14][CH:11]([CH2:12][CH2:13]1)[C@@H:10]([NH:16][C:17]([C:19]1[O:20][C:21]3[C:27]([C:35]4[CH:36]=[C:31]([O:30][CH3:29])[CH:32]=[CH:33][C:34]=4[O:37][CH3:38])=[CH:26][CH:25]=[CH:24][C:22]=3[CH:23]=1)=[O:18])[CH2:9]2. The catalyst class is: 151. (8) Reactant: [P:1](Cl)(Cl)(Cl)=[O:2].[OH:6][C:7]1[CH:8]=[C:9]2[C:14](=[CH:15][CH:16]=1)[N:13]=[CH:12][CH:11]=[CH:10]2.CCN([CH2:22][CH3:23])CC.C([NH:27][C@H:28]([C:30]([OH:32])=[O:31])[CH3:29])(C)C.[F:33][C:34]1[C:39]([OH:40])=[C:38]([F:41])[C:37]([F:42])=[C:36]([F:43])[C:35]=1[F:44].[CH2:45](Cl)Cl. Product: [F:33][C:34]1[C:35]([F:44])=[C:36]([F:43])[C:37]([F:42])=[C:38]([F:41])[C:39]=1[O:40][P:1]([NH:27][C@@H:28]([CH3:29])[C:30]([O:32][CH:22]([CH3:23])[CH3:45])=[O:31])([O:6][C:7]1[CH:8]=[C:9]2[C:14](=[CH:15][CH:16]=1)[N:13]=[CH:12][CH:11]=[CH:10]2)=[O:2]. The catalyst class is: 25. (9) Reactant: [Cl:1][C:2]1[C:3]([O:11][CH3:12])=[CH:4][C:5]([O:9][CH3:10])=[C:6]([CH:8]=1)[NH2:7].[Br:13][CH2:14][C:15](Br)=[O:16]. The catalyst class is: 34. Product: [Br:13][CH2:14][C:15]([NH:7][C:6]1[CH:8]=[C:2]([Cl:1])[C:3]([O:11][CH3:12])=[CH:4][C:5]=1[O:9][CH3:10])=[O:16].